This data is from Retrosynthesis with 50K atom-mapped reactions and 10 reaction types from USPTO. The task is: Predict the reactants needed to synthesize the given product. (1) Given the product COc1cc(C#N)ccc1N, predict the reactants needed to synthesize it. The reactants are: COc1cc(C#N)ccc1[N+](=O)[O-]. (2) Given the product CC(C)(C)OC(=O)n1c(-c2ccc(NS(C)(=O)=O)c3c2C(=O)NC3)cc2cc(CN3CCCCC3)ccc21, predict the reactants needed to synthesize it. The reactants are: CC(C)(C)OC(=O)n1c(-c2ccc(N)c3c2C(=O)NC3)cc2cc(CN3CCCCC3)ccc21.CS(=O)(=O)Cl.